This data is from Forward reaction prediction with 1.9M reactions from USPTO patents (1976-2016). The task is: Predict the product of the given reaction. (1) Given the reactants O[C:2]1C(C(O)=O)=[CH:6][N:5]=[C:4]([CH3:11])[CH:3]=1.[C:12](Cl)(=O)[C:13]([Cl:15])=[O:14].C(Cl)[Cl:19], predict the reaction product. The product is: [Cl:19][C:2]1[C:12]([C:13]([Cl:15])=[O:14])=[CH:6][N:5]=[C:4]([CH3:11])[CH:3]=1. (2) Given the reactants Cl.[NH2:2][CH2:3][C:4]1[C:13](=[O:14])[C:12]2[C:7](=[N:8][C:9]([C:15]([F:18])([F:17])[F:16])=[CH:10][CH:11]=2)[N:6]([C:19]2[CH:24]=[CH:23][CH:22]=[CH:21][CH:20]=2)[C:5]=1[C:25]([O:27][CH3:28])=[O:26].[Cl:29][C:30]1[CH:31]=[C:32]([CH:36]=[CH:37][C:38]=1[Cl:39])[C:33](O)=[O:34], predict the reaction product. The product is: [CH3:28][O:27][C:25]([C:5]1[N:6]([C:19]2[CH:20]=[CH:21][CH:22]=[CH:23][CH:24]=2)[C:7]2[C:12]([C:13](=[O:14])[C:4]=1[CH2:3][NH:2][C:33](=[O:34])[C:32]1[CH:36]=[CH:37][C:38]([Cl:39])=[C:30]([Cl:29])[CH:31]=1)=[CH:11][CH:10]=[C:9]([C:15]([F:16])([F:17])[F:18])[N:8]=2)=[O:26].